Predict the product of the given reaction. From a dataset of Forward reaction prediction with 1.9M reactions from USPTO patents (1976-2016). (1) Given the reactants [CH3:1][C:2]1[N:6]=[CH:5][NH:4][N:3]=1.F[C:8]1[CH:13]=[CH:12][C:11]([N+:14]([O-:16])=[O:15])=[CH:10][C:9]=1[F:17].C(=O)(O)[O-].[Na+].O, predict the reaction product. The product is: [F:17][C:9]1[CH:10]=[C:11]([N+:14]([O-:16])=[O:15])[CH:12]=[CH:13][C:8]=1[N:4]1[CH:5]=[N:6][C:2]([CH3:1])=[N:3]1. (2) Given the reactants [CH3:1][N:2]([CH3:33])[C:3]1([C:26]2[CH:31]=[CH:30][C:29]([F:32])=[CH:28][CH:27]=2)[CH2:8][CH2:7][CH:6]([CH2:9][C:10]([N:12]2[CH2:16][CH2:15][CH:14]([C:17]3[C:25]4[C:20](=[CH:21][CH:22]=[CH:23][CH:24]=4)[NH:19][CH:18]=3)[CH2:13]2)=[O:11])[CH2:5][CH2:4]1.[Cl:34][Si](C)(C)C, predict the reaction product. The product is: [ClH:34].[CH3:33][N:2]([CH3:1])[C:3]1([C:26]2[CH:27]=[CH:28][C:29]([F:32])=[CH:30][CH:31]=2)[CH2:8][CH2:7][CH:6]([CH2:9][C:10]([N:12]2[CH2:16][CH2:15][CH:14]([C:17]3[C:25]4[C:20](=[CH:21][CH:22]=[CH:23][CH:24]=4)[NH:19][CH:18]=3)[CH2:13]2)=[O:11])[CH2:5][CH2:4]1.